This data is from Full USPTO retrosynthesis dataset with 1.9M reactions from patents (1976-2016). The task is: Predict the reactants needed to synthesize the given product. Given the product [CH3:16][C:2]([CH3:1])([O:4][C:5]([N:7]1[CH2:8][CH2:9][CH:10]([C:13]([N:21]2[CH2:22][CH2:23][N:18]([CH3:17])[CH2:19][CH2:20]2)=[O:15])[CH2:11][CH2:12]1)=[O:6])[CH3:3], predict the reactants needed to synthesize it. The reactants are: [CH3:1][C:2]([CH3:16])([O:4][C:5]([N:7]1[CH2:12][CH2:11][CH:10]([C:13]([OH:15])=O)[CH2:9][CH2:8]1)=[O:6])[CH3:3].[CH3:17][N:18]1[CH2:23][CH2:22][NH:21][CH2:20][CH2:19]1.CN(C(ON1N=NC2C=CC=CC1=2)=[N+](C)C)C.[B-](F)(F)(F)F.N.